From a dataset of Forward reaction prediction with 1.9M reactions from USPTO patents (1976-2016). Predict the product of the given reaction. (1) Given the reactants [NH2:1]C(O)C.[CH2:5]([CH2:9][C:10](=O)[CH3:11])[C:6]([CH3:8])=O.[C:13]([OH:16])(=O)[CH3:14].C1(C)C=CC=CC=1, predict the reaction product. The product is: [CH3:8][C:6]1[N:1]([CH2:14][CH2:13][OH:16])[C:10]([CH3:11])=[CH:9][CH:5]=1. (2) Given the reactants [Cl:1][C:2]1[CH:38]=[CH:37][C:5]([CH2:6][N:7]2[C:15]3[C:14](=[O:16])[N:13]([CH2:17][CH2:18][C:19](=[O:22])[CH2:20][CH3:21])[C:12](=[O:23])[N:11]([CH3:24])[C:10]=3[N:9]=[C:8]2[O:25][C:26]2[CH:31]=[CH:30][CH:29]=[C:28]([O:32][C:33]([F:36])([F:35])[F:34])[CH:27]=2)=[CH:4][CH:3]=1.[BH4-].[Na+], predict the reaction product. The product is: [Cl:1][C:2]1[CH:3]=[CH:4][C:5]([CH2:6][N:7]2[C:15]3[C:14](=[O:16])[N:13]([CH2:17][CH2:18][CH:19]([OH:22])[CH2:20][CH3:21])[C:12](=[O:23])[N:11]([CH3:24])[C:10]=3[N:9]=[C:8]2[O:25][C:26]2[CH:31]=[CH:30][CH:29]=[C:28]([O:32][C:33]([F:36])([F:34])[F:35])[CH:27]=2)=[CH:37][CH:38]=1. (3) Given the reactants [CH3:1][C:2]1[NH:6][CH:5]=[N:4][C:3]=1[C:7]([O:9][CH2:10][CH3:11])=[O:8].[C:12]1(B(O)O)[CH:17]=[CH:16][CH:15]=[CH:14][CH:13]=1, predict the reaction product. The product is: [CH3:1][C:2]1[N:6]([C:12]2[CH:17]=[CH:16][CH:15]=[CH:14][CH:13]=2)[CH:5]=[N:4][C:3]=1[C:7]([O:9][CH2:10][CH3:11])=[O:8]. (4) The product is: [C:22](=[N:35][C:20]1[CH:19]=[C:5]([CH:4]=[C:3]([CH3:21])[CH:2]=1)[O:6][C:7]1[N:12]=[CH:11][N:10]=[C:9]([NH:13][C:14]([CH:16]2[CH2:18][CH2:17]2)=[O:15])[CH:8]=1)([C:29]1[CH:30]=[CH:31][CH:32]=[CH:33][CH:34]=1)[C:23]1[CH:28]=[CH:27][CH:26]=[CH:25][CH:24]=1. Given the reactants N[C:2]1[CH:20]=[CH:19][C:5]([O:6][C:7]2[N:12]=[CH:11][N:10]=[C:9]([NH:13][C:14]([CH:16]3[CH2:18][CH2:17]3)=[O:15])[CH:8]=2)=[CH:4][C:3]=1[CH3:21].[C:22](=[NH:35])([C:29]1[CH:34]=[CH:33][CH:32]=[CH:31][CH:30]=1)[C:23]1[CH:28]=[CH:27][CH:26]=[CH:25][CH:24]=1.CC([O-])(C)C.[K+].CC1(C)C2C(=C(P(C3C=CC=CC=3)C3C=CC=CC=3)C=CC=2)OC2C(P(C3C=CC=CC=3)C3C=CC=CC=3)=CC=CC1=2, predict the reaction product. (5) Given the reactants [CH3:1][C@@H:2]1[O:7][CH2:6][C@@H:5]([C:8]2[CH:13]=[CH:12][CH:11]=[CH:10][CH:9]=2)[N:4]([CH2:14][C:15]([O:17]CC)=[O:16])[C:3]1=[O:20].[Li+:21].[OH-].Cl, predict the reaction product. The product is: [CH3:1][C@@H:2]1[O:7][CH2:6][C@@H:5]([C:8]2[CH:13]=[CH:12][CH:11]=[CH:10][CH:9]=2)[N:4]([CH2:14][C:15]([O-:17])=[O:16])[C:3]1=[O:20].[Li+:21]. (6) The product is: [OH:4][C:5]1[CH:6]=[C:7]([CH:15]=[CH:16][C:17]2[CH:18]=[CH:19][C:20]([C:23]3[CH2:24][C:25](=[O:34])[N:26]([C:28]4[CH:29]=[CH:30][CH:31]=[CH:32][CH:33]=4)[N:27]=3)=[CH:21][CH:22]=2)[CH:8]=[CH:9][C:10]=1[OH:11]. Given the reactants COC[O:4][C:5]1[CH:6]=[C:7]([CH:15]=[CH:16][C:17]2[CH:22]=[CH:21][C:20]([C:23]3[CH2:24][C:25](=[O:34])[N:26]([C:28]4[CH:33]=[CH:32][CH:31]=[CH:30][CH:29]=4)[N:27]=3)=[CH:19][CH:18]=2)[CH:8]=[CH:9][C:10]=1[O:11]COC.Cl, predict the reaction product.